This data is from Forward reaction prediction with 1.9M reactions from USPTO patents (1976-2016). The task is: Predict the product of the given reaction. (1) Given the reactants [SH:1][C:2]1[CH:7]=[CH:6][CH:5]=[CH:4][N:3]=1.CC(C)([O-])C.[K+].Cl[C:15]1[N:20]=[C:19]([C:21]([O:23][C:24]([CH3:27])([CH3:26])[CH3:25])=[O:22])[C:18]([S:28][C:29]2[CH:34]=[CH:33][C:32]([O:35][CH3:36])=[CH:31][CH:30]=2)=[CH:17][CH:16]=1, predict the reaction product. The product is: [CH3:36][O:35][C:32]1[CH:33]=[CH:34][C:29]([S:28][C:18]2[C:19]([C:21]([O:23][C:24]([CH3:27])([CH3:26])[CH3:25])=[O:22])=[N:20][C:15]([S:1][C:2]3[CH:7]=[CH:6][CH:5]=[CH:4][N:3]=3)=[CH:16][CH:17]=2)=[CH:30][CH:31]=1. (2) Given the reactants [OH:1][C:2]1[CH:7]=[CH:6][CH:5]=[CH:4][C:3]=1[C:8]1[N:12]=[C:11]([C:13]2[CH:18]=[CH:17][CH:16]=[CH:15][C:14]=2[OH:19])[N:10]([C:20]2[CH:28]=[CH:27][C:23]([C:24]([OH:26])=[O:25])=[CH:22][CH:21]=2)[N:9]=1.[C:29]([NH2:33])([CH3:32])([CH3:31])[CH3:30], predict the reaction product. The product is: [CH:5]1[CH:6]=[CH:7][C:2]([OH:1])=[C:3]([C:8]2[N:12]=[C:11]([C:13]3[CH:18]=[CH:17][CH:16]=[CH:15][C:14]=3[OH:19])[N:10]([C:20]3[CH:28]=[CH:27][C:23]([C:24]([OH:26])=[O:25])=[CH:22][CH:21]=3)[N:9]=2)[CH:4]=1.[C:29]([NH2:33])([CH3:32])([CH3:31])[CH3:30].